Dataset: Catalyst prediction with 721,799 reactions and 888 catalyst types from USPTO. Task: Predict which catalyst facilitates the given reaction. (1) Reactant: [S:1]([O:11][CH2:12][C@@H:13]1[O:15][CH2:14]1)([C:4]1[CH:10]=[CH:9][C:7]([CH3:8])=[CH:6][CH:5]=1)(=[O:3])=[O:2].C(N(CC)C(C)C)(C)C.[C:25]1([SH:31])[CH:30]=[CH:29][CH:28]=[CH:27][CH:26]=1.O. Product: [C:25]1([S:31][CH2:14][C@@H:13]([OH:15])[CH2:12][O:11][S:1]([C:4]2[CH:10]=[CH:9][C:7]([CH3:8])=[CH:6][CH:5]=2)(=[O:3])=[O:2])[CH:30]=[CH:29][CH:28]=[CH:27][CH:26]=1. The catalyst class is: 7. (2) Reactant: [F:1][C:2]1[N:7]=[CH:6][C:5]([OH:8])=[C:4]([I:9])[CH:3]=1.C([O-])([O-])=O.[K+].[K+].Cl[CH2:17][C:18](=[O:20])[CH3:19]. Product: [F:1][C:2]1[N:7]=[CH:6][C:5]([O:8][CH2:17][C:18](=[O:20])[CH3:19])=[C:4]([I:9])[CH:3]=1. The catalyst class is: 3. (3) Reactant: [F:1][C:2]([F:25])([F:24])[C:3]1[CH:4]=[C:5]([CH:21]=[CH:22][CH:23]=1)[O:6][CH2:7][CH2:8][CH2:9][CH2:10][S:11][C:12]1[N:17]=[N:16][C:15]([C:18](=[S:20])[NH2:19])=[CH:14][CH:13]=1.CO[C:28](OC)([N:30]([CH3:32])[CH3:31])[CH3:29]. Product: [CH3:31][N:30]([CH3:32])[C:28](=[N:19][C:18]([C:15]1[N:16]=[N:17][C:12]([S:11][CH2:10][CH2:9][CH2:8][CH2:7][O:6][C:5]2[CH:21]=[CH:22][CH:23]=[C:3]([C:2]([F:24])([F:1])[F:25])[CH:4]=2)=[CH:13][CH:14]=1)=[S:20])[CH3:29]. The catalyst class is: 11. (4) Reactant: COCN[C:5]([C:7]1[C:8]([C:18]2[CH:23]=[CH:22][C:21]([Cl:24])=[CH:20][CH:19]=2)=[N:9][S:10][C:11]=1[C:12]1[CH:17]=[CH:16][CH:15]=[CH:14][CH:13]=1)=[O:6].CC(C[AlH]CC(C)C)C.CC(O)C.C(=O)=O. Product: [Cl:24][C:21]1[CH:20]=[CH:19][C:18]([C:8]2[C:7]([CH:5]=[O:6])=[C:11]([C:12]3[CH:13]=[CH:14][CH:15]=[CH:16][CH:17]=3)[S:10][N:9]=2)=[CH:23][CH:22]=1. The catalyst class is: 1. (5) Reactant: [CH3:1][C:2]1([CH3:15])[CH:10]2[CH:5]([C:6](=O)[CH2:7][CH2:8][CH2:9]2)[C:4]([CH3:13])([CH3:12])[CH:3]1[CH3:14].CC1(C)C2CCCC(=O)C=2C(C)(C)C1C.CC1(C)C2C(C(=O)C(=O)CC2)C(C)(C)C1C.[CH:47]([NH2:49])=[O:48]. Product: [CH3:1][C:2]1([CH3:15])[CH:10]2[CH2:9][CH2:8][C:7]3[O:48][CH:47]=[N:49][C:6]=3[CH:5]2[C:4]([CH3:13])([CH3:12])[CH:3]1[CH3:14]. The catalyst class is: 11.